From a dataset of Peptide-MHC class I binding affinity with 185,985 pairs from IEDB/IMGT. Regression. Given a peptide amino acid sequence and an MHC pseudo amino acid sequence, predict their binding affinity value. This is MHC class I binding data. (1) The binding affinity (normalized) is 0. The MHC is Mamu-B03 with pseudo-sequence Mamu-B03. The peptide sequence is AIRGEQLLSCC. (2) The peptide sequence is DRGFAAPQFSL. The MHC is HLA-B38:01 with pseudo-sequence HLA-B38:01. The binding affinity (normalized) is 0.412.